Dataset: Full USPTO retrosynthesis dataset with 1.9M reactions from patents (1976-2016). Task: Predict the reactants needed to synthesize the given product. (1) The reactants are: [OH:1][C:2]1[CH:3]=[C:4]2[C:9](=[CH:10][CH:11]=1)[N:8]=[C:7]([CH2:12][CH:13]([CH3:15])[CH3:14])[C:6]([CH2:16][NH:17][C:18](=[O:24])[O:19][C:20]([CH3:23])([CH3:22])[CH3:21])=[C:5]2[C:25]1[CH:30]=[CH:29][C:28]([CH3:31])=[CH:27][CH:26]=1.Br[CH2:33][CH2:34][CH2:35][CH2:36][C:37]([O:39][CH2:40][CH3:41])=[O:38].C(=O)([O-])[O-].[K+].[K+].CN(C)C=O. Given the product [C:20]([O:19][C:18]([NH:17][CH2:16][C:6]1[C:7]([CH2:12][CH:13]([CH3:15])[CH3:14])=[N:8][C:9]2[C:4]([C:5]=1[C:25]1[CH:26]=[CH:27][C:28]([CH3:31])=[CH:29][CH:30]=1)=[CH:3][C:2]([O:1][CH2:33][CH2:34][CH2:35][CH2:36][C:37]([O:39][CH2:40][CH3:41])=[O:38])=[CH:11][CH:10]=2)=[O:24])([CH3:23])([CH3:21])[CH3:22], predict the reactants needed to synthesize it. (2) Given the product [OH:8][C:9]1[CH:10]=[CH:11][C:12]([CH3:44])=[C:13]([C:15]([N:17]2[CH2:18][CH2:19][CH:20]([N:23]3[C:27](=[O:28])[C:26]([CH3:30])([CH3:29])[C:25]([C:31]4[CH:32]=[C:33]([O:42][CH3:43])[C:34]5[O:38][C:37]([CH3:39])([CH3:40])[CH2:36][C:35]=5[CH:41]=4)=[N:24]3)[CH2:21][CH2:22]2)=[O:16])[CH:14]=1, predict the reactants needed to synthesize it. The reactants are: C([O:8][C:9]1[CH:10]=[CH:11][C:12]([CH3:44])=[C:13]([C:15]([N:17]2[CH2:22][CH2:21][CH:20]([N:23]3[C:27](=[O:28])[C:26]([CH3:30])([CH3:29])[C:25]([C:31]4[CH:32]=[C:33]([O:42][CH3:43])[C:34]5[O:38][C:37]([CH3:40])([CH3:39])[CH2:36][C:35]=5[CH:41]=4)=[N:24]3)[CH2:19][CH2:18]2)=[O:16])[CH:14]=1)C1C=CC=CC=1.C([O-])=O.[NH4+]. (3) Given the product [C:2]([C:9]1[CH:10]=[C:11]2[CH:17]=[CH:16][O:15][C:12]2=[CH:13][N:14]=1)(=[O:1])[CH3:3], predict the reactants needed to synthesize it. The reactants are: [O:1]=[C:2]([C:9]1[CH:10]=[C:11]2[CH:17]=[CH:16][O:15][C:12]2=[CH:13][N:14]=1)[CH2:3]C(OCC)=O.S(=O)(=O)(O)O.[OH-].[Na+]. (4) Given the product [N:4]1([CH:19]([CH:16]2[CH2:15][CH2:14][C:13]3([O:9][CH2:10][CH2:11][O:12]3)[CH2:18][CH2:17]2)[C:1]#[N:2])[CH2:8][CH2:7][CH2:6][CH2:5]1, predict the reactants needed to synthesize it. The reactants are: [C-:1]#[N:2].[K+].[NH:4]1[CH2:8][CH2:7][CH2:6][CH2:5]1.[O:9]1[C:13]2([CH2:18][CH2:17][CH:16]([CH:19]=O)[CH2:15][CH2:14]2)[O:12][CH2:11][CH2:10]1.C(OCC)(=O)C. (5) The reactants are: [Br:1][C:2]1[CH:7]=[CH:6][N:5]2[N:8]=[C:9]([NH2:11])[N:10]=[C:4]2[CH:3]=1.C(N(C(C)C)CC)(C)C.[C:21](OC(=O)C)(=[O:23])[CH3:22]. Given the product [Br:1][C:2]1[CH:7]=[CH:6][N:5]2[N:8]=[C:9]([NH:11][C:21](=[O:23])[CH3:22])[N:10]=[C:4]2[CH:3]=1, predict the reactants needed to synthesize it. (6) Given the product [CH2:9]([N:6]1[C:7]2[N:8]=[CH:15][NH:1][C:2]=2[C:3](=[O:14])[NH:4][C:5]1=[S:13])[CH:10]([CH3:11])[CH3:12], predict the reactants needed to synthesize it. The reactants are: [NH2:1][C:2]1[C:3](=[O:14])[NH:4][C:5](=[S:13])[N:6]([CH2:9][CH:10]([CH3:12])[CH3:11])[C:7]=1[NH2:8].[CH:15](O)=O.